From a dataset of Full USPTO retrosynthesis dataset with 1.9M reactions from patents (1976-2016). Predict the reactants needed to synthesize the given product. The reactants are: [CH2:1]([CH:3]1[CH2:8][CH2:7][CH2:6][CH2:5][C:4]1=O)[CH3:2].C([O-])(=O)C.[Na+].Cl.[NH2:16][OH:17]. Given the product [CH2:1]([CH:3]1[CH2:8][CH2:7][CH2:6][CH2:5][C:4]1=[N:16][OH:17])[CH3:2], predict the reactants needed to synthesize it.